Dataset: Reaction yield outcomes from USPTO patents with 853,638 reactions. Task: Predict the reaction yield, written as a fraction of the theoretical maximum amount of product (1.0 means a 100% yield; for example, 0.34 means a 34% yield). (1) The reactants are [OH-].[Na+].[CH2:3]([O:10][CH2:11][CH2:12][CH2:13][O:14][C:15]1[C:16]([B:23]2[O:27][C:26]([CH3:29])(C)C(C)(C)[O:24]2)=[C:17]([CH:20]=[CH:21][CH:22]=1)C=O)[C:4]1[CH:9]=[CH:8][CH:7]=[CH:6][CH:5]=1.C[N+:33]([O-:35])=[O:34].Cl. The catalyst is O.C1COCC1. The product is [CH2:3]([O:10][CH2:11][CH2:12][CH2:13][O:14][C:15]1[C:16]2[B:23]([OH:24])[O:27][CH:26]([CH2:29][N+:33]([O-:35])=[O:34])[C:17]=2[CH:20]=[CH:21][CH:22]=1)[C:4]1[CH:5]=[CH:6][CH:7]=[CH:8][CH:9]=1. The yield is 0.500. (2) The reactants are [Br:1][C:2]1[CH:31]=[CH:30][C:5]([C:6]([NH:8][C:9]2[N:17]=[CH:16][N:15]=[C:14]3[C:10]=2[N:11]=[CH:12][N:13]3[C@H:18]2[C@H:25]3[C@H:21]([O:22]C(C)(C)[O:24]3)[C@@H:20]([CH2:28][OH:29])[O:19]2)=[O:7])=[CH:4][CH:3]=1.Cl[S:33]([NH2:36])(=[O:35])=[O:34]. No catalyst specified. The product is [S:33](=[O:35])(=[O:34])([O:29][CH2:28][C@@H:20]1[C@@H:21]([OH:22])[C@@H:25]([OH:24])[C@H:18]([N:13]2[CH:12]=[N:11][C:10]3[C:14]2=[N:15][CH:16]=[N:17][C:9]=3[NH:8][C:6](=[O:7])[C:5]2[CH:30]=[CH:31][C:2]([Br:1])=[CH:3][CH:4]=2)[O:19]1)[NH2:36]. The yield is 0.690. (3) The reactants are [CH:1]1([NH:6][C:7]([NH:9][C:10]([C:26]2[CH:31]=[C:30]([C:32]([F:35])([F:34])[F:33])[CH:29]=[C:28]([F:36])[CH:27]=2)([C:18]2[CH:23]=[CH:22][CH:21]=[C:20]([O:24]C)[N:19]=2)[CH2:11][C:12]2[CH:17]=[CH:16][CH:15]=[CH:14][CH:13]=2)=[O:8])[CH2:5][CH2:4][CH2:3][CH2:2]1.[Si](I)(C)(C)C.CO. The catalyst is C(Cl)(Cl)Cl. The product is [CH:1]1([NH:6][C:7]([NH:9][C:10]([C:26]2[CH:31]=[C:30]([C:32]([F:35])([F:33])[F:34])[CH:29]=[C:28]([F:36])[CH:27]=2)([C:18]2[NH:19][C:20](=[O:24])[CH:21]=[CH:22][CH:23]=2)[CH2:11][C:12]2[CH:17]=[CH:16][CH:15]=[CH:14][CH:13]=2)=[O:8])[CH2:2][CH2:3][CH2:4][CH2:5]1. The yield is 0.540. (4) The reactants are [F:1][C:2]1[CH:7]=[C:6]([S:8][CH3:9])[CH:5]=[CH:4][C:3]=1[NH:10][C:11]1[C:12]([C:19]([NH:21][O:22][CH2:23][CH2:24][O:25]C=C)=[O:20])=[N:13][N:14]([CH3:18])[C:15](=[O:17])[CH:16]=1.Cl. The catalyst is CCO.C1COCC1.CCOC(C)=O. The product is [F:1][C:2]1[CH:7]=[C:6]([S:8][CH3:9])[CH:5]=[CH:4][C:3]=1[NH:10][C:11]1[C:12]([C:19]([NH:21][O:22][CH2:23][CH2:24][OH:25])=[O:20])=[N:13][N:14]([CH3:18])[C:15](=[O:17])[CH:16]=1. The yield is 0.220.